This data is from TCR-epitope binding with 47,182 pairs between 192 epitopes and 23,139 TCRs. The task is: Binary Classification. Given a T-cell receptor sequence (or CDR3 region) and an epitope sequence, predict whether binding occurs between them. (1) The epitope is TVYDPLQPELDSFK. The TCR CDR3 sequence is CSAGRKTSGRYQETQYF. Result: 0 (the TCR does not bind to the epitope). (2) The epitope is GLCTLVAML. The TCR CDR3 sequence is CASSEGQVAPGEQYF. Result: 1 (the TCR binds to the epitope). (3) The epitope is VTIAEILLI. The TCR CDR3 sequence is CASSLGQNTEAFF. Result: 0 (the TCR does not bind to the epitope).